This data is from Catalyst prediction with 721,799 reactions and 888 catalyst types from USPTO. The task is: Predict which catalyst facilitates the given reaction. Reactant: [Cl:1][C:2]1[CH:11]=[C:10]2[C:5]([C:6](OS(C(F)(F)F)(=O)=O)=[C:7]([C:14]([O:16][CH2:17][CH3:18])=[O:15])[N:8]([CH3:13])[C:9]2=[O:12])=[CH:4][CH:3]=1.[C:27]1(B(O)O)[CH:32]=[CH:31][CH:30]=[CH:29][CH:28]=1.C(=O)([O-])[O-].[Na+].[Na+]. Product: [Cl:1][C:2]1[CH:11]=[C:10]2[C:5]([C:6]([C:27]3[CH:32]=[CH:31][CH:30]=[CH:29][CH:28]=3)=[C:7]([C:14]([O:16][CH2:17][CH3:18])=[O:15])[N:8]([CH3:13])[C:9]2=[O:12])=[CH:4][CH:3]=1. The catalyst class is: 460.